The task is: Predict the reaction yield, written as a fraction of the theoretical maximum amount of product (1.0 means a 100% yield; for example, 0.34 means a 34% yield).. This data is from Reaction yield outcomes from USPTO patents with 853,638 reactions. (1) The reactants are [CH3:1][C:2]1[CH:7]=[C:6]([CH3:8])[NH:5][C:4](=[O:9])[C:3]=1[CH2:10][NH:11][C:12]([C:14]1[C:15]2[CH:24]=[N:23][N:22]([CH:25]([CH3:27])[CH3:26])[C:16]=2[N:17]=[C:18]([CH:20]=[CH2:21])[CH:19]=1)=[O:13].C[N+]1([O-])CC[O:32]CC1.CC(O)(C)C.[OH2:41]. The catalyst is C(Cl)Cl.O=[Os](=O)(=O)=O.CO.C(Cl)Cl. The product is [OH:41][CH:20]([C:18]1[CH:19]=[C:14]([C:12]([NH:11][CH2:10][C:3]2[C:4](=[O:9])[NH:5][C:6]([CH3:8])=[CH:7][C:2]=2[CH3:1])=[O:13])[C:15]2[CH:24]=[N:23][N:22]([CH:25]([CH3:27])[CH3:26])[C:16]=2[N:17]=1)[CH2:21][OH:32]. The yield is 0.754. (2) The reactants are [NH2:1][C:2]1[CH:7]=[CH:6][CH:5]=[C:4]([Br:8])[N:3]=1.ClCCl.C(N(CC)CC)C.[C:19](Cl)(=[O:22])[CH:20]=[CH2:21]. The catalyst is O. The product is [Br:8][C:4]1[N:3]=[C:2]([NH:1][C:19](=[O:22])[CH:20]=[CH2:21])[CH:7]=[CH:6][CH:5]=1. The yield is 0.780. (3) The reactants are [Br:1][C:2]1[CH:18]=[C:17]([O:19][CH3:20])[C:5]2[N:6]=[C:7]([C:11]3[CH:16]=[N:15][CH:14]=[CH:13][N:12]=3)[O:8][C:9](=O)[C:4]=2[CH:3]=1.[NH3:21].O. No catalyst specified. The product is [Br:1][C:2]1[CH:3]=[C:4]2[C:5](=[C:17]([O:19][CH3:20])[CH:18]=1)[N:6]=[C:7]([C:11]1[CH:16]=[N:15][CH:14]=[CH:13][N:12]=1)[N:21]=[C:9]2[OH:8]. The yield is 0.850. (4) The reactants are [N+:1]([C:4]1[CH:5]=[N:6][CH:7]=[CH:8][C:9]=1[C:10]1[CH2:11][CH2:12][CH:13]2[O:17][C:16](=[O:18])[N:15]([C:19]([O:21][C:22]([CH3:25])([CH3:24])[CH3:23])=[O:20])[CH:14]2[CH:26]=1)([O-])=O. The catalyst is CO.C(OCC)(=O)C.[Pd]. The product is [NH2:1][C:4]1[CH:5]=[N:6][CH:7]=[CH:8][C:9]=1[CH:10]1[CH2:26][CH:14]2[N:15]([C:19]([O:21][C:22]([CH3:24])([CH3:23])[CH3:25])=[O:20])[C:16](=[O:18])[O:17][CH:13]2[CH2:12][CH2:11]1. The yield is 0.870. (5) The reactants are [NH2:1][C:2]1[CH:3]=[C:4]([CH:17]=[CH:18][CH:19]=1)[O:5][C:6]1[C:15]2[N:14]=[CH:13][C:12](=[O:16])[NH:11][C:10]=2[N:9]=[CH:8][CH:7]=1.[F:20][C:21]1[CH:26]=[CH:25][C:24]([C:27]([F:30])([F:29])[F:28])=[CH:23][C:22]=1[N:31]=[C:32]=[O:33]. No catalyst specified. The product is [F:20][C:21]1[CH:26]=[CH:25][C:24]([C:27]([F:30])([F:29])[F:28])=[CH:23][C:22]=1[NH:31][C:32]([NH:1][C:2]1[CH:19]=[CH:18][CH:17]=[C:4]([O:5][C:6]2[C:15]3[N:14]=[CH:13][C:12](=[O:16])[NH:11][C:10]=3[N:9]=[CH:8][CH:7]=2)[CH:3]=1)=[O:33]. The yield is 0.420. (6) The yield is 0.530. The product is [N+:19]([C:18]1[C:13]([NH:1][CH2:2][N:3]2[CH2:7][CH:6]([CH2:8][CH2:9][CH3:10])[CH2:5][C:4]2=[O:11])=[N:14][CH:15]=[CH:16][CH:17]=1)([O-:21])=[O:20]. The catalyst is O1CCOCC1. The reactants are [NH2:1][CH2:2][N:3]1[CH2:7][CH:6]([CH2:8][CH2:9][CH3:10])[CH2:5][C:4]1=[O:11].Cl[C:13]1[C:18]([N+:19]([O-:21])=[O:20])=[CH:17][CH:16]=[CH:15][N:14]=1.C(N(CC)CC)C. (7) The reactants are [CH3:1][C:2]([CH3:9])([CH3:8])[C:3](=O)[CH2:4][C:5]#[N:6].[ClH:10].[CH3:11][O:12][C:13]1[CH:14]=[C:15]([NH:19][NH2:20])[CH:16]=[CH:17][CH:18]=1.C(O)(=O)C. The catalyst is C(O)C. The product is [ClH:10].[C:2]([C:3]1[CH:4]=[C:5]([NH2:6])[N:19]([C:15]2[CH:16]=[CH:17][CH:18]=[C:13]([O:12][CH3:11])[CH:14]=2)[N:20]=1)([CH3:9])([CH3:8])[CH3:1]. The yield is 0.560. (8) The reactants are [NH2:1][C:2]1[N:7]=[CH:6][N:5]=[C:4]2[N:8]([C@@H:26]3[CH2:31][CH2:30][CH2:29][N:28](C(OC(C)(C)C)=O)[CH2:27]3)[N:9]=[C:10]([C:11]3[CH:16]=[CH:15][C:14]([O:17][C:18]4[CH:23]=[C:22]([F:24])[CH:21]=[C:20]([F:25])[CH:19]=4)=[CH:13][CH:12]=3)[C:3]=12.FC(F)(F)C(O)=O. The catalyst is ClCCl. The product is [F:25][C:20]1[CH:19]=[C:18]([CH:23]=[C:22]([F:24])[CH:21]=1)[O:17][C:14]1[CH:15]=[CH:16][C:11]([C:10]2[C:3]3[C:4](=[N:5][CH:6]=[N:7][C:2]=3[NH2:1])[N:8]([C@@H:26]3[CH2:31][CH2:30][CH2:29][NH:28][CH2:27]3)[N:9]=2)=[CH:12][CH:13]=1. The yield is 0.760.